The task is: Predict which catalyst facilitates the given reaction.. This data is from Catalyst prediction with 721,799 reactions and 888 catalyst types from USPTO. (1) Reactant: Cl.[Cl:2][C:3]1[CH:8]=[CH:7][C:6]([C:9]2[CH:10]=[C:11]([CH:16]=[CH:17][N:18]=2)[C:12]([O:14][CH3:15])=[O:13])=[C:5]([F:19])[CH:4]=1. Product: [ClH:2].[Cl:2][C:3]1[CH:8]=[CH:7][C:6]([CH:9]2[CH2:10][CH:11]([C:12]([O:14][CH3:15])=[O:13])[CH2:16][CH2:17][NH:18]2)=[C:5]([F:19])[CH:4]=1. The catalyst class is: 603. (2) Reactant: [CH:1]1([C:7]2[C:15]3[C:10](=[CH:11][C:12]([C:16]([NH2:18])=O)=[CH:13][CH:14]=3)[N:9]([CH2:19][C:20]([N:22]([CH3:24])[CH3:23])=[O:21])[C:8]=2[C:25]2[CH:30]=[CH:29][CH:28]=[CH:27][CH:26]=2)[CH2:6][CH2:5][CH2:4][CH2:3][CH2:2]1.C(N(CC)CC)C.FC(F)(F)C(OC(=O)C(F)(F)F)=O. Product: [C:16]([C:12]1[CH:11]=[C:10]2[C:15]([C:7]([CH:1]3[CH2:6][CH2:5][CH2:4][CH2:3][CH2:2]3)=[C:8]([C:25]3[CH:30]=[CH:29][CH:28]=[CH:27][CH:26]=3)[N:9]2[CH2:19][C:20]([N:22]([CH3:24])[CH3:23])=[O:21])=[CH:14][CH:13]=1)#[N:18]. The catalyst class is: 2. (3) Reactant: FC(F)(F)C(O)=O.[CH3:8][C:9]1[S:10][CH:11]=[C:12]([C:14]([N:16]2[CH2:21][C:20]3([CH2:26][CH2:25][NH:24][CH2:23][CH2:22]3)[O:19][CH2:18][CH2:17]2)=[O:15])[N:13]=1.[Si:27]([O:34][CH2:35][CH2:36][C:37]1[CH:42]=[CH:41][C:40]([CH2:43][CH:44]=O)=[CH:39][CH:38]=1)([C:30]([CH3:33])([CH3:32])[CH3:31])([CH3:29])[CH3:28].C(O)(=O)C.C(O[BH-](OC(=O)C)OC(=O)C)(=O)C.[Na+]. Product: [Si:27]([O:34][CH2:35][CH2:36][C:37]1[CH:38]=[CH:39][C:40]([CH2:43][CH2:44][N:24]2[CH2:25][CH2:26][C:20]3([O:19][CH2:18][CH2:17][N:16]([C:14]([C:12]4[N:13]=[C:9]([CH3:8])[S:10][CH:11]=4)=[O:15])[CH2:21]3)[CH2:22][CH2:23]2)=[CH:41][CH:42]=1)([C:30]([CH3:33])([CH3:32])[CH3:31])([CH3:29])[CH3:28]. The catalyst class is: 37. (4) Reactant: [CH3:1][C:2]1([CH3:38])[CH2:7][CH2:6][C:5]([C:8]2[CH:13]=[C:12]([CH2:14][C:15]3[NH:19][N:18]=[N:17][N:16]=3)[CH:11]=[CH:10][C:9]=2[NH:20][C:21]([C:23]2[N:24]([CH2:30][O:31][CH2:32][CH2:33][Si:34]([CH3:37])([CH3:36])[CH3:35])[CH:25]=[C:26]([C:28]#[N:29])[N:27]=2)=[O:22])=[CH:4][CH2:3]1.Cl.Cl[CH2:41][CH2:42][N:43]([CH3:45])[CH3:44].CCN(C(C)C)C(C)C. Product: [CH3:44][N:43]([CH3:45])[CH2:42][CH2:41][N:17]1[N:18]=[N:19][C:15]([CH2:14][C:12]2[CH:11]=[CH:10][C:9]([NH:20][C:21]([C:23]3[N:24]([CH2:30][O:31][CH2:32][CH2:33][Si:34]([CH3:35])([CH3:37])[CH3:36])[CH:25]=[C:26]([C:28]#[N:29])[N:27]=3)=[O:22])=[C:8]([C:5]3[CH2:6][CH2:7][C:2]([CH3:38])([CH3:1])[CH2:3][CH:4]=3)[CH:13]=2)=[N:16]1. The catalyst class is: 31. (5) The catalyst class is: 3. Product: [CH3:55][C:49]1([CH3:56])[CH2:48][C:47]2[C:51](=[CH:52][CH:53]=[C:45]([C:43]3[CH:44]=[C:39]([NH:38][C:6]([C:3]4[CH:4]=[CH:5][S:1][CH:2]=4)=[O:8])[CH:40]=[CH:41][C:42]=3[CH3:57])[CH:46]=2)[C:50]1=[O:54]. Reactant: [S:1]1[CH:5]=[CH:4][C:3]([C:6]([OH:8])=O)=[CH:2]1.CCN=C=NCCCN(C)C.Cl.C1C=CC2N(O)N=NC=2C=1.CN1CCOCC1.[NH2:38][C:39]1[CH:40]=[CH:41][C:42]([CH3:57])=[C:43]([C:45]2[CH:46]=[C:47]3[C:51](=[CH:52][CH:53]=2)[C:50](=[O:54])[C:49]([CH3:56])([CH3:55])[CH2:48]3)[CH:44]=1.